This data is from Full USPTO retrosynthesis dataset with 1.9M reactions from patents (1976-2016). The task is: Predict the reactants needed to synthesize the given product. (1) Given the product [C:14]([C:11]1[CH:12]=[CH:13][C:8]([O:7][CH2:1][CH2:2][CH2:3][CH2:4][CH2:5][CH3:6])=[CH:9][CH:10]=1)#[CH:15], predict the reactants needed to synthesize it. The reactants are: [CH2:1]([O:7][C:8]1[CH:13]=[CH:12][C:11]([C:14]#[C:15][Si](C)(C)C)=[CH:10][CH:9]=1)[CH2:2][CH2:3][CH2:4][CH2:5][CH3:6].[OH-].[K+].C1COCC1.CO. (2) Given the product [Br:11][C:8]1[CH:9]=[CH:10][C:5]([C:3]2[N:22]=[C:20]([NH:19][C:15]3[CH:16]=[CH:17][CH:18]=[C:13]([F:12])[CH:14]=3)[S:21][CH:2]=2)=[CH:6][CH:7]=1, predict the reactants needed to synthesize it. The reactants are: Br[CH2:2][C:3]([C:5]1[CH:10]=[CH:9][C:8]([Br:11])=[CH:7][CH:6]=1)=O.[F:12][C:13]1[CH:14]=[C:15]([NH:19][C:20]([NH2:22])=[S:21])[CH:16]=[CH:17][CH:18]=1. (3) Given the product [Cl:2][C:3]1[CH:4]=[C:5]([O:14][CH:15]2[CH2:20][CH2:19][N:18]([CH3:23])[CH2:17][CH2:16]2)[C:6]([CH3:13])=[C:7]([CH:12]=1)[C:8]([O:10][CH3:11])=[O:9], predict the reactants needed to synthesize it. The reactants are: Cl.[Cl:2][C:3]1[CH:4]=[C:5]([O:14][CH:15]2[CH2:20][CH2:19][NH:18][CH2:17][CH2:16]2)[C:6]([CH3:13])=[C:7]([CH:12]=1)[C:8]([O:10][CH3:11])=[O:9].C=O.[C:23](O[BH-](OC(=O)C)OC(=O)C)(=O)C.[Na+]. (4) Given the product [F:18][C:2]([F:1])([C:12]1[CH:13]=[CH:14][CH:15]=[CH:16][CH:17]=1)[C:3](=[O:11])/[CH:4]=[CH:38]/[C@@H:33]1[N:32]([CH2:31][C:30]2[CH:29]=[CH:28][C:27]([O:26][CH3:25])=[CH:41][CH:40]=2)[C:36](=[O:37])[CH2:35][CH2:34]1, predict the reactants needed to synthesize it. The reactants are: [F:1][C:2]([F:18])([C:12]1[CH:17]=[CH:16][CH:15]=[CH:14][CH:13]=1)[C:3](=[O:11])[CH2:4]P(=O)(OC)OC.CC(C)([O-])C.[K+].[CH3:25][O:26][C:27]1[CH:41]=[CH:40][C:30]([CH2:31][N:32]2[C:36](=[O:37])[CH2:35][CH2:34][CH:33]2[CH:38]=O)=[CH:29][CH:28]=1.